From a dataset of Retrosynthesis with 50K atom-mapped reactions and 10 reaction types from USPTO. Predict the reactants needed to synthesize the given product. (1) Given the product CCN(C(=O)OC)C1=CC(=O)CC1, predict the reactants needed to synthesize it. The reactants are: CCNC1=CC(=O)CC1.COC(=O)Cl. (2) Given the product C=CCOc1ccc(C)cc1[N+](=O)[O-], predict the reactants needed to synthesize it. The reactants are: C=CCBr.Cc1ccc(O)c([N+](=O)[O-])c1. (3) The reactants are: O=C(c1ccc(-c2ccccc2)o1)N1CCN(c2cccc(C(F)(F)F)c2)CC1. Given the product FC(F)(F)c1cccc(N2CCN(Cc3ccc(-c4ccccc4)o3)CC2)c1, predict the reactants needed to synthesize it. (4) Given the product O=C(OCCS(=O)(=O)[O-])C1CCCCC1, predict the reactants needed to synthesize it. The reactants are: O=C(O)C1CCCCC1.O=S(=O)([O-])CCO. (5) Given the product N#Cc1ccc(C(F)(F)F)cc1S(=O)(=O)N1CCN2C[C@H](Oc3cnc(C4CC4)cn3)C[C@H]2C1, predict the reactants needed to synthesize it. The reactants are: N#C[Cu].O=S(=O)(c1cc(C(F)(F)F)ccc1Br)N1CCN2C[C@H](Oc3cnc(C4CC4)cn3)C[C@H]2C1. (6) Given the product CC(C)(C)OC(=O)N1CCN(Cc2c(O)ccc3c2O/C(=C\c2c[nH]c4ncccc24)C3=O)CC1, predict the reactants needed to synthesize it. The reactants are: CC(C)(C)OC(=O)N1CCN(Cc2c(O)ccc3c2OCC3=O)CC1.O=Cc1c[nH]c2ncccc12.